Task: Binary Classification. Given a T-cell receptor sequence (or CDR3 region) and an epitope sequence, predict whether binding occurs between them.. Dataset: TCR-epitope binding with 47,182 pairs between 192 epitopes and 23,139 TCRs (1) The epitope is RLRPGGKKR. The TCR CDR3 sequence is CATIPTGSTDTQYF. Result: 0 (the TCR does not bind to the epitope). (2) The epitope is IQYIDIGNY. The TCR CDR3 sequence is CASRKLVETQYF. Result: 0 (the TCR does not bind to the epitope). (3) The epitope is AVFDRKSDAK. The TCR CDR3 sequence is CASRTTGAGDTEAFF. Result: 1 (the TCR binds to the epitope). (4) The epitope is TFYLTNDVSFL. The TCR CDR3 sequence is CASSFGLNQPQHF. Result: 0 (the TCR does not bind to the epitope). (5) The epitope is TPRVTGGGAM. The TCR CDR3 sequence is CASSLVDRQGGTDDEQYF. Result: 0 (the TCR does not bind to the epitope). (6) The epitope is LPPIVAKEI. The TCR CDR3 sequence is CASSLARQEETQYF. Result: 0 (the TCR does not bind to the epitope). (7) The epitope is QASQEVKNW. The TCR CDR3 sequence is CSVGSGTDTQYF. Result: 0 (the TCR does not bind to the epitope).